Dataset: Peptide-MHC class II binding affinity with 134,281 pairs from IEDB. Task: Regression. Given a peptide amino acid sequence and an MHC pseudo amino acid sequence, predict their binding affinity value. This is MHC class II binding data. The peptide sequence is LHKLQTYPRTNTGSG. The MHC is DRB1_1101 with pseudo-sequence DRB1_1101. The binding affinity (normalized) is 0.195.